This data is from Full USPTO retrosynthesis dataset with 1.9M reactions from patents (1976-2016). The task is: Predict the reactants needed to synthesize the given product. (1) Given the product [CH2:17]([O:16][CH2:15][C:14]1[N:13]=[C:12]([NH2:24])[N:11]=[C:10]([NH2:25])[C:9]=1[C:6]1[CH:5]=[CH:4][C:3]([CH2:2][NH:1][CH:32]([C:34]2[CH:39]=[CH:38][C:37]([Cl:40])=[CH:36][CH:35]=2)[CH3:31])=[CH:8][CH:7]=1)[C:18]1[CH:19]=[CH:20][CH:21]=[CH:22][CH:23]=1, predict the reactants needed to synthesize it. The reactants are: [NH2:1][CH2:2][C:3]1[CH:8]=[CH:7][C:6]([C:9]2[C:10]([NH2:25])=[N:11][C:12]([NH2:24])=[N:13][C:14]=2[CH2:15][O:16][CH2:17][C:18]2[CH:23]=[CH:22][CH:21]=[CH:20][CH:19]=2)=[CH:5][CH:4]=1.C([O-])(=O)C.[Na+].[CH3:31][C:32]([C:34]1[CH:39]=[CH:38][C:37]([Cl:40])=[CH:36][CH:35]=1)=O.[BH3-]C#N.[Na+]. (2) Given the product [C:39]([O:42][C:19](=[O:28])[NH:16][C:7]1([C:2]2[CH:3]=[CH:4][CH:5]=[CH:6][N:1]=2)[CH2:8][CH2:9][CH2:10]1)([CH3:41])([CH3:40])[CH3:38], predict the reactants needed to synthesize it. The reactants are: [N:1]1[CH:6]=[CH:5][CH:4]=[CH:3][C:2]=1[C:7]1(C(O)=O)[CH2:10][CH2:9][CH2:8]1.CC[N:16]([CH2:19]C)CC.C1(P(N=[N+]=[N-])(C2C=CC=CC=2)=[O:28])C=CC=CC=1.[CH3:38][C:39]([OH:42])([CH3:41])[CH3:40]. (3) Given the product [Cl:1][C:2]1[CH:3]=[CH:4][C:5]([CH3:32])=[C:6]([C:8]2[CH:13]=[C:12]([NH:14][C:15]3[CH:16]=[CH:17][C:18]([C:21]([F:24])([F:23])[F:22])=[CH:19][CH:20]=3)[N:11]=[C:10]([NH:25][C:26](=[O:31])[CH2:27][CH2:28][C:29]([OH:30])=[O:33])[N:9]=2)[CH:7]=1, predict the reactants needed to synthesize it. The reactants are: [Cl:1][C:2]1[CH:3]=[CH:4][C:5]([CH3:32])=[C:6]([C:8]2[CH:13]=[C:12]([NH:14][C:15]3[CH:20]=[CH:19][C:18]([C:21]([F:24])([F:23])[F:22])=[CH:17][CH:16]=3)[N:11]=[C:10]([N:25]3[C:29](=[O:30])[CH2:28][CH2:27][C:26]3=[O:31])[N:9]=2)[CH:7]=1.[O:33]1CCCC1.[OH-].[Na+].Cl. (4) Given the product [CH:7]([OH:8])=[O:6].[CH:44]1([N:47]([CH2:48][C:49]2[CH:54]=[C:53]([O:55][CH3:56])[CH:52]=[CH:51][C:50]=2[F:57])[C:36]([C:15]2[C@@H:14]3[NH:9][C@H:10]([CH2:17][C:16]=2[C:18]2[CH:23]=[CH:22][C:21]([O:24][CH2:25][CH2:26][O:27][C:28]4[CH:33]=[C:32]([F:34])[CH:31]=[CH:30][C:29]=4[Cl:35])=[CH:20][CH:19]=2)[CH2:11][N:12]([C:39](=[O:41])[CH3:40])[CH2:13]3)=[O:37])[CH2:45][CH2:46]1, predict the reactants needed to synthesize it. The reactants are: ClC(Cl)(Cl)C([O:6][C:7]([N:9]1[CH:14]2[C:15]([C:36](O)=[O:37])=[C:16]([C:18]3[CH:23]=[CH:22][C:21]([O:24][CH2:25][CH2:26][O:27][C:28]4[CH:33]=[C:32]([F:34])[CH:31]=[CH:30][C:29]=4[Cl:35])=[CH:20][CH:19]=3)[CH2:17][CH:10]1[CH2:11][N:12]([C:39](=[O:41])[CH3:40])[CH2:13]2)=[O:8])(C)C.[CH:44]1([NH:47][CH2:48][C:49]2[CH:54]=[C:53]([O:55][CH3:56])[CH:52]=[CH:51][C:50]=2[F:57])[CH2:46][CH2:45]1. (5) Given the product [ClH:42].[NH2:26][C@@H:22]1[CH2:23][CH2:24][CH2:25][N:20]([C:3]2[C:2]([Br:1])=[CH:7][N:6]=[C:5]3[NH:8][CH:9]=[C:10]([NH:11][C:12]([C:14]4[CH:19]=[N:18][CH:17]=[CH:16][N:15]=4)=[O:13])[C:4]=23)[CH2:21]1, predict the reactants needed to synthesize it. The reactants are: [Br:1][C:2]1[C:3]([N:20]2[CH2:25][CH2:24][CH2:23][C@@H:22]([NH:26]C(=O)OC(C)(C)C)[CH2:21]2)=[C:4]2[C:10]([NH:11][C:12]([C:14]3[CH:19]=[N:18][CH:17]=[CH:16][N:15]=3)=[O:13])=[CH:9][NH:8][C:5]2=[N:6][CH:7]=1.C(O)(C(F)(F)F)=O.C(Cl)[Cl:42]. (6) Given the product [CH3:28][O:29][C:30]1[N:35]=[CH:34][C:33]([C:2]2[N:3]=[C:4]([N:22]3[CH2:27][CH2:26][O:25][CH2:24][CH2:23]3)[C:5]3[S:10][C:9]([CH2:11][N:12]4[CH2:17][CH2:16][N:15]([S:18]([CH3:21])(=[O:20])=[O:19])[CH2:14][CH2:13]4)=[CH:8][C:6]=3[N:7]=2)=[CH:32][N:31]=1, predict the reactants needed to synthesize it. The reactants are: Cl[C:2]1[N:3]=[C:4]([N:22]2[CH2:27][CH2:26][O:25][CH2:24][CH2:23]2)[C:5]2[S:10][C:9]([CH2:11][N:12]3[CH2:17][CH2:16][N:15]([S:18]([CH3:21])(=[O:20])=[O:19])[CH2:14][CH2:13]3)=[CH:8][C:6]=2[N:7]=1.[CH3:28][O:29][C:30]1[N:35]=[CH:34][C:33](B(O)O)=[CH:32][N:31]=1. (7) Given the product [ClH:55].[NH2:36][C:37]1([C:41]2[CH:42]=[CH:43][C:44]([C:47]3[C:48](=[O:64])[C:49]4[C:50]([O:56][C:57]=3[C:58]3[CH:59]=[CH:60][CH:61]=[CH:62][CH:63]=3)=[N:51][C:52]([Cl:55])=[CH:53][CH:54]=4)=[CH:45][CH:46]=2)[CH2:40][CH2:39][CH2:38]1, predict the reactants needed to synthesize it. The reactants are: NC1(C2C=CC(C3C(=O)C4C(=CC=C(F)C=4)OC=3C3C=CC=CC=3)=CC=2)CCC1.C(OC(=O)[NH:36][C:37]1([C:41]2[CH:46]=[CH:45][C:44]([C:47]3[C:48](=[O:64])[C:49]4[C:50]([O:56][C:57]=3[C:58]3[CH:63]=[CH:62][CH:61]=[CH:60][CH:59]=3)=[N:51][C:52]([Cl:55])=[CH:53][CH:54]=4)=[CH:43][CH:42]=2)[CH2:40][CH2:39][CH2:38]1)(C)(C)C. (8) Given the product [I:1][C:2]1[CH:7]=[CH:6][N:5]=[C:4]([O:8][CH3:9])[C:3]=1[C:10]1[NH:11][C:12]2[C:17]([CH:18]=1)=[CH:16][CH:15]=[C:31]([N:30]([CH3:28])[C:33](=[O:23])[CH3:34])[CH:32]=2, predict the reactants needed to synthesize it. The reactants are: [I:1][C:2]1[CH:7]=[CH:6][N:5]=[C:4]([O:8][CH3:9])[C:3]=1[C:10]1[NH:11][C:12]2[C:17]([CH:18]=1)=[CH:16][CH:15]=C(NC)C=2.C(OC(=O)C)(=[O:23])C.[CH2:28]([N:30]([CH2:33][CH3:34])[CH2:31][CH3:32])C.O.